This data is from Forward reaction prediction with 1.9M reactions from USPTO patents (1976-2016). The task is: Predict the product of the given reaction. (1) Given the reactants [C:9](O[C:9]([O:11][C:12]([CH3:15])([CH3:14])[CH3:13])=[O:10])([O:11][C:12]([CH3:15])([CH3:14])[CH3:13])=[O:10].[CH2:16]([N:23]1[CH2:28][CH2:27][CH:26]([NH:29][CH2:30][C:31]2[N:32]=[CH:33][N:34]([C:36]([C:49]3[CH:54]=[CH:53][CH:52]=[CH:51][CH:50]=3)([C:43]3[CH:48]=[CH:47][CH:46]=[CH:45][CH:44]=3)[C:37]3[CH:42]=[CH:41][CH:40]=[CH:39][CH:38]=3)[CH:35]=2)[CH2:25][CH2:24]1)[C:17]1[CH:22]=[CH:21][CH:20]=[CH:19][CH:18]=1, predict the reaction product. The product is: [CH2:16]([N:23]1[CH2:24][CH2:25][CH:26]([N:29]([CH2:30][C:31]2[N:32]=[CH:33][N:34]([C:36]([C:49]3[CH:54]=[CH:53][CH:52]=[CH:51][CH:50]=3)([C:43]3[CH:44]=[CH:45][CH:46]=[CH:47][CH:48]=3)[C:37]3[CH:38]=[CH:39][CH:40]=[CH:41][CH:42]=3)[CH:35]=2)[C:9](=[O:10])[O:11][C:12]([CH3:13])([CH3:14])[CH3:15])[CH2:27][CH2:28]1)[C:17]1[CH:18]=[CH:19][CH:20]=[CH:21][CH:22]=1. (2) Given the reactants [Cl:1][C:2]1[CH:7]=[CH:6][C:5]([N+:8]([O-:10])=[O:9])=[CH:4][C:3]=1[C:11]1[CH:21]=[C:20]([CH3:22])[C:14]2[N:15]=[C:16]([NH2:19])[N:17]=[N:18][C:13]=2[CH:12]=1.Br[C:24]1[CH:29]=[CH:28][C:27]([S:30]([NH:33][CH2:34][CH2:35][N:36]2[CH2:40][CH2:39][CH2:38][CH2:37]2)(=[O:32])=[O:31])=[CH:26][CH:25]=1.CC1(C)C2C(=C(P(C3C=CC=CC=3)C3C=CC=CC=3)C=CC=2)OC2C(P(C3C=CC=CC=3)C3C=CC=CC=3)=CC=CC1=2.CC(C)([O-])C.[K+], predict the reaction product. The product is: [Cl:1][C:2]1[CH:7]=[CH:6][C:5]([N+:8]([O-:10])=[O:9])=[CH:4][C:3]=1[C:11]1[CH:21]=[C:20]([CH3:22])[C:14]2[N:15]=[C:16]([NH:19][C:24]3[CH:29]=[CH:28][C:27]([S:30]([NH:33][CH2:34][CH2:35][N:36]4[CH2:37][CH2:38][CH2:39][CH2:40]4)(=[O:32])=[O:31])=[CH:26][CH:25]=3)[N:17]=[N:18][C:13]=2[CH:12]=1. (3) Given the reactants [CH2:1]([O:3][C:4]([C:6]1([C:17]([OH:19])=O)[CH2:9][N:8]([C:10]([O:12][C:13]([CH3:16])([CH3:15])[CH3:14])=[O:11])[CH2:7]1)=[O:5])[CH3:2].CC[N:22](CC)CC.ClC(OCC(C)C)=O, predict the reaction product. The product is: [CH2:1]([O:3][C:4]([C:6]1([C:17](=[O:19])[NH2:22])[CH2:9][N:8]([C:10]([O:12][C:13]([CH3:16])([CH3:15])[CH3:14])=[O:11])[CH2:7]1)=[O:5])[CH3:2]. (4) Given the reactants [N:1]1([C:7]2[CH:12]=[CH:11][C:10]([NH:13][CH:14]=[C:15]([C:21](OCC)=[O:22])[C:16]([O:18][CH2:19][CH3:20])=[O:17])=[CH:9][CH:8]=2)[CH2:6][CH2:5][O:4][CH2:3][CH2:2]1.CCCCCC, predict the reaction product. The product is: [OH:22][C:21]1[C:9]2[C:10](=[CH:11][CH:12]=[C:7]([N:1]3[CH2:6][CH2:5][O:4][CH2:3][CH2:2]3)[CH:8]=2)[N:13]=[CH:14][C:15]=1[C:16]([O:18][CH2:19][CH3:20])=[O:17]. (5) Given the reactants [CH:1]1([CH2:7][C:8]([NH:10][C:11]2[CH:16]=[CH:15][CH:14]=[C:13]([C:17]3[C:25]4[C:20](=[CH:21][CH:22]=[C:23]([C:26]5[N:30]=[CH:29][N:28](C(C6C=CC=CC=6)(C6C=CC=CC=6)C6C=CC=CC=6)[N:27]=5)[CH:24]=4)[N:19](C4CCCCO4)[N:18]=3)[CH:12]=2)=[O:9])[CH2:6][CH2:5][CH2:4][CH2:3][CH2:2]1, predict the reaction product. The product is: [NH:28]1[CH:29]=[N:30][C:26]([C:23]2[CH:24]=[C:25]3[C:20](=[CH:21][CH:22]=2)[NH:19][N:18]=[C:17]3[C:13]2[CH:12]=[C:11]([NH:10][C:8](=[O:9])[CH2:7][CH:1]3[CH2:2][CH2:3][CH2:4][CH2:5][CH2:6]3)[CH:16]=[CH:15][CH:14]=2)=[N:27]1. (6) Given the reactants [C:1]([C:5]1[CH:6]=[C:7]([OH:15])[CH:8]=[C:9]([C:11]([CH3:14])([CH3:13])[CH3:12])[CH:10]=1)([CH3:4])([CH3:3])[CH3:2].C(N(CC)CC)C.[CH3:23][S:24](Cl)(=[O:26])=[O:25], predict the reaction product. The product is: [CH3:23][S:24]([O:15][C:7]1[CH:6]=[C:5]([C:1]([CH3:4])([CH3:3])[CH3:2])[CH:10]=[C:9]([C:11]([CH3:14])([CH3:13])[CH3:12])[CH:8]=1)(=[O:26])=[O:25]. (7) Given the reactants [C:1]([C:3]1[CH:25]=[C:24]([C:26]2[N:31]=[C:30]([NH:32][C:33]3[CH:38]=[CH:37][C:36]([N:39]4[CH2:44][CH2:43][N:42]([CH:45]5[CH2:48][O:47][CH2:46]5)[CH2:41][CH2:40]4)=[CH:35][CH:34]=3)[N:29]=[CH:28][N:27]=2)[CH:23]=[CH:22][C:4]=1[O:5][C@H:6]1[C@@H:11]([F:12])[CH2:10][N:9]([C:13](OC(C)(C)C)=[O:14])[CH2:8][C:7]1([CH3:21])[CH3:20])#[N:2].[C:49]([CH2:51]C(O)=O)#[N:50], predict the reaction product. The product is: [C:49]([CH2:51][C:13]([N:9]1[CH2:10][C@H:11]([F:12])[C@H:6]([O:5][C:4]2[CH:22]=[CH:23][C:24]([C:26]3[N:31]=[C:30]([NH:32][C:33]4[CH:34]=[CH:35][C:36]([N:39]5[CH2:40][CH2:41][N:42]([CH:45]6[CH2:48][O:47][CH2:46]6)[CH2:43][CH2:44]5)=[CH:37][CH:38]=4)[N:29]=[CH:28][N:27]=3)=[CH:25][C:3]=2[C:1]#[N:2])[C:7]([CH3:21])([CH3:20])[CH2:8]1)=[O:14])#[N:50]. (8) The product is: [CH3:1][N:2]1[CH2:7][CH2:6][C:5]2[NH:23][C:21](=[O:22])[C:20]([C:18]3[N:19]=[C:15]([C:12]4[CH:13]=[CH:14][N:9]=[CH:10][CH:11]=4)[S:16][CH:17]=3)=[CH:26][C:4]=2[CH2:3]1. Given the reactants [CH3:1][N:2]1[CH2:7][CH2:6][C:5](=O)[CH2:4][CH2:3]1.[N:9]1[CH:14]=[CH:13][C:12]([C:15]2[S:16][CH:17]=[C:18]([CH2:20][C:21]([NH2:23])=[O:22])[N:19]=2)=[CH:11][CH:10]=1.[H-].[Na+].[CH3:26]N(C=O)C, predict the reaction product.